Dataset: Full USPTO retrosynthesis dataset with 1.9M reactions from patents (1976-2016). Task: Predict the reactants needed to synthesize the given product. Given the product [F:22][C:23]1[CH:30]=[CH:29][C:26]([N:27]([CH3:28])[S:2]([C:5]2[CH:14]=[CH:13][C:12]3[NH:11][C:10](=[O:15])[C:9]4[NH:16][CH:17]=[CH:18][C:8]=4[C:7]=3[CH:6]=2)(=[O:3])=[O:4])=[CH:25][CH:24]=1.[CH2:18]([C:19]([O-:21])=[O:20])[CH3:17], predict the reactants needed to synthesize it. The reactants are: Cl[S:2]([C:5]1[CH:14]=[CH:13][C:12]2[NH:11][C:10](=[O:15])[C:9]3[NH:16][CH:17]=[C:18]([C:19]([OH:21])=[O:20])[C:8]=3[C:7]=2[CH:6]=1)(=[O:4])=[O:3].[F:22][C:23]1[CH:30]=[CH:29][C:26]([NH:27][CH3:28])=[CH:25][CH:24]=1.